From a dataset of Forward reaction prediction with 1.9M reactions from USPTO patents (1976-2016). Predict the product of the given reaction. (1) Given the reactants [CH2:1]([O:8][C:9](=[O:23])[C@H:10]([C:19]([CH3:22])([CH3:21])[CH3:20])[NH:11][C:12]([O:14][C:15]([CH3:18])([CH3:17])C)=[O:13])[C:2]1[CH:7]=[CH:6][CH:5]=[CH:4][CH:3]=1.N1C=C[CH:27]=[CH:26][CH:25]=1.ClC(OC1C=CC=CC=1)=O, predict the reaction product. The product is: [CH2:1]([O:8][C:9](=[O:23])[C@H:10]([C:19]([CH3:20])([CH3:22])[CH3:21])[NH:11][C:12]([O:14][C:15]1[CH:17]=[CH:27][CH:26]=[CH:25][CH:18]=1)=[O:13])[C:2]1[CH:7]=[CH:6][CH:5]=[CH:4][CH:3]=1. (2) Given the reactants [Br:1][C:2]([Br:16])([Br:15])[S:3]([C:6]1[CH:14]=[CH:13][C:9]([C:10]([OH:12])=[O:11])=[CH:8][CH:7]=1)(=[O:5])=[O:4].CN(C=O)C.[C:22](Cl)(=O)[C:23](Cl)=O.C([O-])(O)=O.[Na+], predict the reaction product. The product is: [CH2:22]([O:11][C:10](=[O:12])[C:9]1[CH:13]=[CH:14][C:6]([S:3]([C:2]([Br:15])([Br:1])[Br:16])(=[O:4])=[O:5])=[CH:7][CH:8]=1)[CH3:23]. (3) Given the reactants [CH3:1][O:2][C:3]([CH:5]1[CH2:10][N:9](C(OCC2C3C=CC=CC=3C3C2=CC=CC=3)=O)[CH2:8][CH2:7][N:6]1[C:28]([O:30][C:31]([CH3:34])([CH3:33])[CH3:32])=[O:29])=[O:4].C(NCC)C, predict the reaction product. The product is: [CH3:1][O:2][C:3]([CH:5]1[CH2:10][NH:9][CH2:8][CH2:7][N:6]1[C:28]([O:30][C:31]([CH3:34])([CH3:33])[CH3:32])=[O:29])=[O:4]. (4) The product is: [N:8]1[C:9]2[C:4](=[CH:3][CH:2]=[CH:11][CH:10]=2)[CH:5]=[CH:6][CH:7]=1. Given the reactants N[C:2]1[CH:3]=[C:4]2[C:9](=[CH:10][C:11]=1OC)[NH:8][C:7](=O)[CH:6]=[C:5]2C(F)(F)F.[F-].[Cs+].C(I)(C)C, predict the reaction product. (5) Given the reactants [NH:1]1[C:9]2[C:4](=[CH:5][CH:6]=[CH:7][C:8]=2[C:10]([OH:12])=O)[CH:3]=[CH:2]1.CN(C(ON1N=NC2C=CC=CC1=2)=[N+](C)C)C.[B-](F)(F)(F)F.C(N(CC)C(C)C)(C)C.[C:44]([C:48]1[CH:63]=[CH:62][C:51]([CH2:52][NH:53][CH2:54][CH2:55][CH:56]2[CH2:61][CH2:60][S:59][CH2:58][CH2:57]2)=[CH:50][CH:49]=1)([CH3:47])([CH3:46])[CH3:45], predict the reaction product. The product is: [C:44]([C:48]1[CH:63]=[CH:62][C:51]([CH2:52][N:53]([CH2:54][CH2:55][CH:56]2[CH2:61][CH2:60][S:59][CH2:58][CH2:57]2)[C:10]([C:8]2[CH:7]=[CH:6][CH:5]=[C:4]3[C:9]=2[NH:1][CH:2]=[CH:3]3)=[O:12])=[CH:50][CH:49]=1)([CH3:47])([CH3:45])[CH3:46]. (6) Given the reactants [CH3:1][C:2]([O:5][C:6]([NH:8][C:9]([O:11][C:12]([CH3:15])([CH3:14])[CH3:13])=[O:10])=[O:7])([CH3:4])[CH3:3].C(=O)([O-])[O-].[Cs+].[Cs+].Br[CH2:23][CH2:24][CH:25]=[CH2:26], predict the reaction product. The product is: [CH2:26]([N:8]([C:9]([O:11][C:12]([CH3:15])([CH3:14])[CH3:13])=[O:10])[C:6]([O:5][C:2]([CH3:1])([CH3:3])[CH3:4])=[O:7])[CH2:25][CH:24]=[CH2:23]. (7) The product is: [CH:4]1[C:5]2[NH:27][C:7]3[C:8](=[CH:10][CH:11]=[CH:12][CH:13]=3)[C:9]=2[CH:1]=[CH:2][CH:3]=1. Given the reactants [CH:1]1[C:9]2[C:8]3[CH:10]=[CH:11][CH:12]=[CH:13][C:7]=3O[C:5]=2[CH:4]=[CH:3][CH:2]=1.C1C2C3C=CC=CC=3OC=2C=C([NH2:27])C=1.C1C2C3C=CC(N)=CC=3OC=2C=C(N)C=1.C1(N)C2C3C(N)=CC=CC=3OC=2C=CC=1.C1(N)C2C3C(N)=CC(N)=CC=3OC=2C=C(N)C=1.C1C2C3C=C(N)C=C(N)C=3OC=2C(N)=CC=1N.C1C2C3C=CC=CC=3OC=2C=C(O)C=1.C1C2C3C=CC(O)=CC=3OC=2C=C(O)C=1.C1(O)C2C3C(O)=CC=CC=3OC=2C=CC=1.C1(O)C2C3C(O)=CC(O)=CC=3OC=2C=C(O)C=1.C1C2C3C=C(O)C=C(O)C=3OC=2C(O)=CC=1O.C1(N)C2C3C=CC=CC=3OC=2C=C(N)C=1.C1(O)C2C3C=CC=CC=3OC=2C=C(O)C=1, predict the reaction product. (8) Given the reactants [NH2:1][C:2]1[N:3]([CH2:18][CH3:19])[C:4]2[C:9]([C:10](=[O:16])[C:11]=1[C:12]([NH:14][CH3:15])=[O:13])=[CH:8][CH:7]=[C:6](Cl)[N:5]=2.[CH2:20]([NH:23][C:24](=[O:27])[O:25][CH3:26])[C:21]#[CH:22], predict the reaction product. The product is: [NH2:1][C:2]1[N:3]([CH2:18][CH3:19])[C:4]2[N:5]=[C:6]([C:22]#[C:21][CH2:20][NH:23][C:24](=[O:27])[O:25][CH3:26])[CH:7]=[CH:8][C:9]=2[C:10](=[O:16])[C:11]=1[C:12](=[O:13])[NH:14][CH3:15]. (9) Given the reactants [C:1]([C:3]1[CH:8]=[CH:7][C:6]([CH2:9][CH2:10][N:11]2[CH2:16][CH2:15][N:14]([C:17]([O:19][C:20]([CH3:23])([CH3:22])[CH3:21])=[O:18])[CH2:13][CH2:12]2)=[CH:5][C:4]=1F)#[N:2].[NH2:25][CH3:26], predict the reaction product. The product is: [C:1]([C:3]1[CH:8]=[CH:7][C:6]([CH2:9][CH2:10][N:11]2[CH2:16][CH2:15][N:14]([C:17]([O:19][C:20]([CH3:23])([CH3:22])[CH3:21])=[O:18])[CH2:13][CH2:12]2)=[CH:5][C:4]=1[NH:25][CH3:26])#[N:2]. (10) Given the reactants [Cl:1][C:2]1[CH:3]=[C:4]([C:9]2([C:24]([F:27])([F:26])[F:25])[S:13][N:12]=[C:11]([C:14]3[CH:22]=[CH:21][C:17]([C:18](O)=[O:19])=[C:16]([CH3:23])[CH:15]=3)[CH2:10]2)[CH:5]=[C:6]([Cl:8])[CH:7]=1.C[N:29](C)C=O.C(Cl)(=O)C(Cl)=O, predict the reaction product. The product is: [Cl:1][C:2]1[CH:3]=[C:4]([C:9]2([C:24]([F:27])([F:26])[F:25])[S:13][N:12]=[C:11]([C:14]3[CH:22]=[CH:21][C:17]([C:18]([NH2:29])=[O:19])=[C:16]([CH3:23])[CH:15]=3)[CH2:10]2)[CH:5]=[C:6]([Cl:8])[CH:7]=1.